From a dataset of Full USPTO retrosynthesis dataset with 1.9M reactions from patents (1976-2016). Predict the reactants needed to synthesize the given product. Given the product [ClH:27].[CH2:17]([O:13][C:12](=[O:14])[C@H:6]([CH2:7][CH2:8][CH2:9][CH2:10][NH2:11])[NH:5][C:3](=[O:4])[C:2]([F:15])([F:16])[F:1])[C:18]1[CH:23]=[CH:22][CH:21]=[CH:20][CH:19]=1, predict the reactants needed to synthesize it. The reactants are: [F:1][C:2]([F:16])([F:15])[C:3]([NH:5][C@H:6]([C:12]([OH:14])=[O:13])[CH2:7][CH2:8][CH2:9][CH2:10][NH2:11])=[O:4].[CH2:17](O)[C:18]1[CH:23]=[CH:22][CH:21]=[CH:20][CH:19]=1.S(Cl)([Cl:27])=O.